Dataset: Forward reaction prediction with 1.9M reactions from USPTO patents (1976-2016). Task: Predict the product of the given reaction. (1) Given the reactants [CH2:1]([O:8][C@@H:9]1[C@@H:14]([O:15][CH2:16][C:17]2[CH:22]=[CH:21][CH:20]=[CH:19][CH:18]=2)[C@H:13]([O:23][CH2:24][C:25]2[CH:30]=[CH:29][CH:28]=[CH:27][CH:26]=2)[C@@H:12]([CH2:31][O:32][CH2:33][C:34]2[CH:39]=[CH:38][CH:37]=[CH:36][CH:35]=2)[O:11][C@:10]1([C:41]1[CH:46]=[C:45]([CH2:47][C:48]2[CH:53]=[CH:52][C:51]([CH2:54][CH3:55])=[CH:50][CH:49]=2)[C:44]([Cl:56])=[CH:43][C:42]=1[CH:57]=[CH2:58])O)[C:2]1[CH:7]=[CH:6][CH:5]=[CH:4][CH:3]=1.C(O)(C(F)(F)F)=[O:60].O[Li].O, predict the reaction product. The product is: [CH2:1]([O:8][C@@H:9]1[C@@H:14]([O:15][CH2:16][C:17]2[CH:22]=[CH:21][CH:20]=[CH:19][CH:18]=2)[C@H:13]([O:23][CH2:24][C:25]2[CH:26]=[CH:27][CH:28]=[CH:29][CH:30]=2)[C@@H:12]([CH2:31][O:32][CH2:33][C:34]2[CH:39]=[CH:38][CH:37]=[CH:36][CH:35]=2)[O:11][C@:10]21[C:41]1[C:42](=[CH:43][C:44]([Cl:56])=[C:45]([CH2:47][C:48]3[CH:49]=[CH:50][C:51]([CH2:54][CH3:55])=[CH:52][CH:53]=3)[CH:46]=1)[CH:57]([OH:60])[CH2:58]2)[C:2]1[CH:7]=[CH:6][CH:5]=[CH:4][CH:3]=1. (2) Given the reactants [C:1]1([NH2:8])[CH:6]=[CH:5][CH:4]=[CH:3][C:2]=1[NH2:7].[S:9](N)(N)(=[O:11])=[O:10], predict the reaction product. The product is: [NH:7]1[S:9](=[O:11])(=[O:10])[NH:8][C:1]2[CH:6]=[CH:5][CH:4]=[CH:3][C:2]1=2. (3) Given the reactants [Cl:1][C:2]1[CH:3]=[C:4]([NH:10][C:11](=[O:43])[CH2:12][CH2:13][S:14](=[O:42])(=[O:41])[N:15]([C:25]2[CH:26]=[C:27]3[C:32](=[CH:33][CH:34]=2)[N:31]([CH2:35][CH3:36])[C:30](=[O:37])[N:29]([CH2:38][CH3:39])[C:28]3=[O:40])CC2C=CC(OC)=CC=2)[CH:5]=[CH:6][C:7]=1[C:8]#[N:9].C(=O)([O-])O.[Na+], predict the reaction product. The product is: [Cl:1][C:2]1[CH:3]=[C:4]([NH:10][C:11](=[O:43])[CH2:12][CH2:13][S:14](=[O:42])(=[O:41])[NH:15][C:25]2[CH:26]=[C:27]3[C:32](=[CH:33][CH:34]=2)[N:31]([CH2:35][CH3:36])[C:30](=[O:37])[N:29]([CH2:38][CH3:39])[C:28]3=[O:40])[CH:5]=[CH:6][C:7]=1[C:8]#[N:9]. (4) Given the reactants C(N(CC(O)=O)CC(O)=O)CN(CC(O)=O)CC(O)=O.S[CH2:22][CH2:23][OH:24].[C:25]1(CS(F)(=O)=O)[CH:30]=[CH:29][CH:28]=[CH:27][CH:26]=1.S([O-])([O-])(=O)=O, predict the reaction product. The product is: [CH3:22][C@@H:23]([OH:24])[CH2:29][CH2:30][CH2:25][CH2:26][CH2:27][CH3:28]. (5) Given the reactants [C:1]([NH:8][CH2:9][CH2:10][NH2:11])([O:3][C:4]([CH3:7])([CH3:6])[CH3:5])=[O:2].[CH3:12][N:13]1[CH:17]=[C:16]([S:18](Cl)(=[O:20])=[O:19])[N:15]=[CH:14]1.S(Cl)(Cl)(=O)=O.CCN(C(C)C)C(C)C, predict the reaction product. The product is: [C:4]([O:3][C:1]([NH:8][CH2:9][CH2:10][NH:11][S:18]([C:16]1[N:15]=[CH:14][N:13]([CH3:12])[CH:17]=1)(=[O:20])=[O:19])=[O:2])([CH3:5])([CH3:6])[CH3:7]. (6) Given the reactants C([O:8][C:9]1[CH:14]=[CH:13][C:12]([C:15]2[CH:20]=[CH:19][CH:18]=[C:17]([C:21]3[CH:26]=[CH:25][CH:24]=[C:23]([C:27]([F:30])([F:29])[F:28])[N:22]=3)[CH:16]=2)=[CH:11][C:10]=1[O:31][CH3:32])C1C=CC=CC=1.Br.C(O)(=O)C, predict the reaction product. The product is: [CH3:32][O:31][C:10]1[CH:11]=[C:12]([C:15]2[CH:20]=[CH:19][CH:18]=[C:17]([C:21]3[CH:26]=[CH:25][CH:24]=[C:23]([C:27]([F:30])([F:28])[F:29])[N:22]=3)[CH:16]=2)[CH:13]=[CH:14][C:9]=1[OH:8]. (7) Given the reactants [CH:1]([CH:3]([C:6]#[C:7][C:8]1[CH:13]=[CH:12][CH:11]=[CH:10][CH:9]=1)[CH2:4]O)=[CH2:2].[C:14]1(=[O:24])[NH:18][C:17](=[O:19])[C:16]2=[CH:20][CH:21]=[CH:22][CH:23]=[C:15]12.C1(P(C2C=CC=CC=2)C2C=CC=CC=2)C=CC=CC=1.N(C(OCC)=O)=NC(OCC)=O, predict the reaction product. The product is: [CH:1]([CH:3]([C:6]#[C:7][C:8]1[CH:13]=[CH:12][CH:11]=[CH:10][CH:9]=1)[CH2:4][N:18]1[C:14](=[O:24])[C:15]2[C:16](=[CH:20][CH:21]=[CH:22][CH:23]=2)[C:17]1=[O:19])=[CH2:2]. (8) Given the reactants [C:1]([Si:5]([CH3:25])([CH3:24])[O:6][CH:7]([CH2:16][C:17]1[CH:22]=[CH:21][CH:20]=[C:19]([F:23])[CH:18]=1)[CH2:8][CH2:9][CH:10]1[NH:14][C:13](=[O:15])[CH2:12][CH2:11]1)([CH3:4])([CH3:3])[CH3:2].C[Si]([N-][Si](C)(C)C)(C)C.[Na+].[CH3:36][O:37][C:38](=[O:49])[C:39]1[CH:44]=[CH:43][C:42]([CH2:45][CH2:46][CH2:47]Br)=[CH:41][CH:40]=1.CCOC(C)=O, predict the reaction product. The product is: [CH3:36][O:37][C:38](=[O:49])[C:39]1[CH:44]=[CH:43][C:42]([CH2:45][CH2:46][CH2:47][N:14]2[C:13](=[O:15])[CH2:12][CH2:11][CH:10]2[CH2:9][CH2:8][CH:7]([O:6][Si:5]([C:1]([CH3:4])([CH3:3])[CH3:2])([CH3:25])[CH3:24])[CH2:16][C:17]2[CH:22]=[CH:21][CH:20]=[C:19]([F:23])[CH:18]=2)=[CH:41][CH:40]=1.